Dataset: Reaction yield outcomes from USPTO patents with 853,638 reactions. Task: Predict the reaction yield, written as a fraction of the theoretical maximum amount of product (1.0 means a 100% yield; for example, 0.34 means a 34% yield). (1) The reactants are [I:1][C:2]1[CH:3]=[N:4][N:5]([CH3:10])[C:6]=1[C:7](O)=[O:8].C(N1C=CN=C1)([N:13]1C=CN=C1)=O.[Cl-].[NH4+].C(N(CC)CC)C. The catalyst is C(Cl)Cl. The product is [I:1][C:2]1[CH:3]=[N:4][N:5]([CH3:10])[C:6]=1[C:7]([NH2:13])=[O:8]. The yield is 0.750. (2) The reactants are [H-].[Na+].[CH3:3][C:4]1[C:12]2[C:7](=[CH:8][CH:9]=[CH:10][CH:11]=2)[NH:6][CH:5]=1.I[CH3:14]. The catalyst is CN(C=O)C. The product is [CH3:14][N:6]1[C:7]2[C:12](=[CH:11][CH:10]=[CH:9][CH:8]=2)[C:4]([CH3:3])=[CH:5]1. The yield is 0.590. (3) The reactants are [NH2:1][C@@H:2]([CH2:33][C:34]1[CH:39]=[CH:38][CH:37]=[CH:36][CH:35]=1)[C@@H:3]([OH:32])[CH2:4][C@@H:5]([NH:19][C:20]([C@@H:22]([NH:27][C:28](=[O:31])[O:29][CH3:30])[C:23]([CH3:26])([CH3:25])[CH3:24])=[O:21])[CH2:6][C:7]1[CH:12]=[CH:11][C:10]([C:13]2[CH:18]=[CH:17][CH:16]=[CH:15][N:14]=2)=[CH:9][CH:8]=1.[CH3:40][C@@H:41]([CH2:61][CH3:62])[C@H:42]([N:46]1[CH2:50][C:49](=[O:51])[N:48]([CH2:52][C:53]2[CH:58]=[CH:57][CH:56]=[C:55]([CH3:59])[N:54]=2)[C:47]1=[O:60])[C:43](O)=[O:44].CCOP(ON1N=NC2C=CC=CC=2C1=O)(OCC)=O.C(N(CC)C(C)C)(C)C. The catalyst is C1COCC1. The product is [OH:32][C@H:3]([C@@H:2]([NH:1][C:43](=[O:44])[C@@H:42]([N:46]1[CH2:50][C:49](=[O:51])[N:48]([CH2:52][C:53]2[CH:58]=[CH:57][CH:56]=[C:55]([CH3:59])[N:54]=2)[C:47]1=[O:60])[CH:41]([CH3:40])[CH2:61][CH3:62])[CH2:33][C:34]1[CH:35]=[CH:36][CH:37]=[CH:38][CH:39]=1)[CH2:4][C@@H:5]([NH:19][C:20]([C@@H:22]([NH:27][C:28](=[O:31])[O:29][CH3:30])[C:23]([CH3:26])([CH3:25])[CH3:24])=[O:21])[CH2:6][C:7]1[CH:12]=[CH:11][C:10]([C:13]2[CH:18]=[CH:17][CH:16]=[CH:15][N:14]=2)=[CH:9][CH:8]=1. The yield is 0.680. (4) The reactants are [F-].[Cs+].Br[C:4]1[CH:5]=[C:6]([F:21])[C:7]([NH2:20])=[C:8]2[C:13]=1[O:12][CH2:11][C:10]([C:14]1[CH:15]=[N:16][CH:17]=[CH:18][CH:19]=1)=[N:9]2.[CH3:22][C:23]1[C:27](B(O)O)=[C:26]([CH3:31])[O:25][N:24]=1. The catalyst is C(O)CCC.O.C(P(C(C)(C)C)C1C=CC(N(C)C)=CC=1)(C)(C)C.Cl[Pd]Cl. The product is [CH3:22][C:23]1[C:27]([C:4]2[CH:5]=[C:6]([F:21])[C:7]([NH2:20])=[C:8]3[C:13]=2[O:12][CH2:11][C:10]([C:14]2[CH:15]=[N:16][CH:17]=[CH:18][CH:19]=2)=[N:9]3)=[C:26]([CH3:31])[O:25][N:24]=1. The yield is 0.800. (5) The reactants are C([N:4]1[C@H:9]([CH3:10])[CH2:8][N:7]([C@H:11]([C:19]2[CH:23]=[CH:22][S:21][CH:20]=2)[C:12]2[CH:13]=[C:14]([OH:18])[CH:15]=[CH:16][CH:17]=2)[C@@H:6]([CH3:24])[CH2:5]1)C=C. The catalyst is C1C=CC(P(C2C=CC=CC=2)C2C=CC=CC=2)=CC=1.C1C=CC(P(C2C=CC=CC=2)C2C=CC=CC=2)=CC=1.C1C=CC(P(C2C=CC=CC=2)C2C=CC=CC=2)=CC=1.[Cl-].[Rh].C(#N)C.O. The product is [CH3:24][C@H:6]1[CH2:5][NH:4][C@H:9]([CH3:10])[CH2:8][N:7]1[C@H:11]([C:19]1[CH:23]=[CH:22][S:21][CH:20]=1)[C:12]1[CH:13]=[C:14]([OH:18])[CH:15]=[CH:16][CH:17]=1. The yield is 0.830.